From a dataset of Full USPTO retrosynthesis dataset with 1.9M reactions from patents (1976-2016). Predict the reactants needed to synthesize the given product. (1) Given the product [CH3:1][O:2][CH:3]([O:6][CH3:7])[CH2:4][N:5]1[CH2:9][CH2:10][CH2:11][CH2:12][C:13]1=[O:14], predict the reactants needed to synthesize it. The reactants are: [CH3:1][O:2][CH:3]([O:6][CH3:7])[CH2:4][NH2:5].Cl[CH2:9][CH2:10][CH2:11][CH2:12][C:13](Cl)=[O:14].[H-].[Na+]. (2) The reactants are: [ClH:1].[NH:2]1[CH2:7][CH2:6][CH:5]([C:8]2[C:16]3[C:11](=[CH:12][CH:13]=[CH:14][CH:15]=3)[N:10]([CH2:17][C:18]3[CH:23]=[CH:22][C:21]([C:24]([F:27])([F:26])[F:25])=[CH:20][CH:19]=3)[CH:9]=2)[CH2:4][CH2:3]1.IC.[C:30](=O)([O-])O.[Na+].CN(C=O)C. Given the product [ClH:1].[CH3:30][N:2]1[CH2:7][CH2:6][CH:5]([C:8]2[C:16]3[C:11](=[CH:12][CH:13]=[CH:14][CH:15]=3)[N:10]([CH2:17][C:18]3[CH:19]=[CH:20][C:21]([C:24]([F:27])([F:25])[F:26])=[CH:22][CH:23]=3)[CH:9]=2)[CH2:4][CH2:3]1, predict the reactants needed to synthesize it. (3) Given the product [ClH:1].[Cl:57][C:54]1[CH:55]=[CH:56][C:51]([C@H:49]2[C@H:40]([OH:41])[C@@H:39]([OH:38])[C@H:46]([OH:45])[CH:42]([O:43][CH3:44])[O:50]2)=[CH:52][C:53]=1[CH2:58][C:59]1[CH:60]=[CH:61][C:62]([O:65][CH2:66][CH3:67])=[CH:63][CH:64]=1, predict the reactants needed to synthesize it. The reactants are: [Cl:1]C1C=CC([C@H]2[C@H](O)[C@@H](O)[C@H](O)C(OC)O2)=CC=1CC1C=CC(OCC)=CC=1.C(Cl)(C)=O.C([Si](C)(C)[O:38][C@H:39]1[C@H:46]2[C@H:42]([O:43][C:44](C)(C)[O:45]2)[O:41][C@H:40]1[C@H:49]([C:51]1[CH:56]=[CH:55][C:54]([Cl:57])=[C:53]([CH2:58][C:59]2[CH:64]=[CH:63][C:62]([O:65][CH2:66][CH3:67])=[CH:61][CH:60]=2)[CH:52]=1)[OH:50])(C)(C)C. (4) Given the product [F:1][C:2]1[CH:19]=[CH:18][C:17]([F:20])=[CH:16][C:3]=1[CH2:4][N:5]1[CH2:10][CH2:9][NH:8][C:7]2[N:11]=[CH:12][C:13]([C:29]3[CH:30]=[CH:31][C:32]([C:35]#[N:36])=[N:33][CH:34]=3)=[CH:14][C:6]1=2, predict the reactants needed to synthesize it. The reactants are: [F:1][C:2]1[CH:19]=[CH:18][C:17]([F:20])=[CH:16][C:3]=1[CH2:4][N:5]1[CH2:10][CH2:9][NH:8][C:7]2[N:11]=[CH:12][C:13](I)=[CH:14][C:6]1=2.CC1(C)C(C)(C)OB([C:29]2[CH:30]=[CH:31][C:32]([C:35]#[N:36])=[N:33][CH:34]=2)O1. (5) The reactants are: [CH3:1][C:2]1[NH:7][C:6](=[O:8])[C:5]([CH2:9][C:10]#[CH:11])=[C:4]([OH:12])[N:3]=1.S(=O)(=O)(O)O. Given the product [CH3:1][C:2]1[NH:3][C:4](=[O:12])[C:5]2[CH:9]=[C:10]([CH3:11])[O:8][C:6]=2[N:7]=1, predict the reactants needed to synthesize it. (6) Given the product [F:12][C:11]([F:14])([F:13])[C:10]1[C:5]2[N:6]([C:2]([C:26]#[C:25][C:27]3[CH:28]=[N:29][C:30]([NH2:33])=[N:31][CH:32]=3)=[CH:3][N:4]=2)[N:7]=[C:8]([C:15]2[CH:20]=[CH:19][C:18]([C:21]([F:24])([F:23])[F:22])=[CH:17][CH:16]=2)[CH:9]=1, predict the reactants needed to synthesize it. The reactants are: I[C:2]1[N:6]2[N:7]=[C:8]([C:15]3[CH:20]=[CH:19][C:18]([C:21]([F:24])([F:23])[F:22])=[CH:17][CH:16]=3)[CH:9]=[C:10]([C:11]([F:14])([F:13])[F:12])[C:5]2=[N:4][CH:3]=1.[C:25]([C:27]1[CH:28]=[N:29][C:30]([NH2:33])=[N:31][CH:32]=1)#[CH:26]. (7) Given the product [Cl:17][C:7]1[CH:8]=[C:9]2[C:4](=[CH:5][CH:6]=1)[N:3]([CH3:18])[C:2]([C:24]1[CH:29]=[CH:28][CH:27]=[CH:26][N:25]=1)=[C:10]2[CH2:11][CH2:12][C:13]([O:15][CH3:16])=[O:14], predict the reactants needed to synthesize it. The reactants are: Br[C:2]1[N:3]([CH3:18])[C:4]2[C:9]([C:10]=1[CH2:11][CH2:12][C:13]([O:15][CH3:16])=[O:14])=[CH:8][C:7]([Cl:17])=[CH:6][CH:5]=2.C([Sn](CCCC)(CCCC)[C:24]1[CH:29]=[CH:28][CH:27]=[CH:26][N:25]=1)CCC. (8) The reactants are: [CH3:1][O:2][CH2:3][CH2:4][N:5]1[CH:9]=[CH:8][N:7]=[C:6]1[CH3:10].C([O-])([O-])=O.[K+].[K+].[Br:17]N1C(=O)CCC1=O. Given the product [Br:17][C:9]1[N:5]([CH2:4][CH2:3][O:2][CH3:1])[C:6]([CH3:10])=[N:7][CH:8]=1, predict the reactants needed to synthesize it.